From a dataset of Forward reaction prediction with 1.9M reactions from USPTO patents (1976-2016). Predict the product of the given reaction. (1) Given the reactants [CH3:1][C:2]1[CH2:6][C:5](=[O:7])[N:4]([C:8]2[CH:16]=[CH:15][C:11]([C:12]([OH:14])=O)=[CH:10][CH:9]=2)[N:3]=1.CN(C(ON1N=NC2C=CC=NC1=2)=[N+](C)C)C.F[P-](F)(F)(F)(F)F.[CH2:41]([O:43][C:44](=[O:57])[C@H:45]([OH:56])[C@H:46]([NH2:55])[CH2:47][C:48]1[CH:53]=[CH:52][CH:51]=[CH:50][C:49]=1[Cl:54])[CH3:42].CCN(C(C)C)C(C)C, predict the reaction product. The product is: [CH2:41]([O:43][C:44](=[O:57])[C@H:45]([OH:56])[C@H:46]([NH:55][C:12](=[O:14])[C:11]1[CH:10]=[CH:9][C:8]([N:4]2[C:5](=[O:7])[CH2:6][C:2]([CH3:1])=[N:3]2)=[CH:16][CH:15]=1)[CH2:47][C:48]1[CH:53]=[CH:52][CH:51]=[CH:50][C:49]=1[Cl:54])[CH3:42]. (2) Given the reactants [C:1]1([C:7]2[C:8]([C:16]3[CH:23]=[CH:22][C:19]([CH:20]=[O:21])=[CH:18][CH:17]=3)=[N:9][C:10]3[N:11]([N:13]=[CH:14][N:15]=3)[CH:12]=2)[CH:6]=[CH:5][CH:4]=[CH:3][CH:2]=1.[F:24][C:25]([F:33])([F:32])C1N=C(N)NN=1, predict the reaction product. The product is: [C:1]1([C:7]2[C:8]([C:16]3[CH:17]=[CH:18][C:19]([CH:20]=[O:21])=[CH:22][CH:23]=3)=[N:9][C:10]3[N:11]([N:13]=[C:14]([C:25]([F:33])([F:32])[F:24])[N:15]=3)[CH:12]=2)[CH:6]=[CH:5][CH:4]=[CH:3][CH:2]=1. (3) Given the reactants [Na].CO.Cl.[NH2:5][C:6]([NH2:8])=[NH:7].Cl.[Cl:10][C:11]([C:13]1[C:21]2[C:16](=[CH:17][CH:18]=[C:19]([CH3:22])[CH:20]=2)[N:15]([C:23]2[C:32]3[C:27](=[CH:28][CH:29]=[CH:30][CH:31]=3)[CH:26]=[CH:25][N:24]=2)[CH:14]=1)=[O:12], predict the reaction product. The product is: [ClH:10].[NH:7]([C:11]([C:13]1[C:21]2[C:16](=[CH:17][CH:18]=[C:19]([CH3:22])[CH:20]=2)[N:15]([C:23]2[C:32]3[C:27](=[CH:28][CH:29]=[CH:30][CH:31]=3)[CH:26]=[CH:25][N:24]=2)[CH:14]=1)=[O:12])[C:6]([NH2:8])=[NH:5].